This data is from Full USPTO retrosynthesis dataset with 1.9M reactions from patents (1976-2016). The task is: Predict the reactants needed to synthesize the given product. The reactants are: [O:1]1[C:5]2[CH:6]=[CH:7][CH:8]=[CH:9][C:4]=2[N:3]=[C:2]1[N:10]([CH2:23][C:24]1[CH:29]=[CH:28][CH:27]=[C:26]([OH:30])[CH:25]=1)[CH2:11][CH2:12][CH2:13][O:14][C:15]1[CH:20]=[CH:19][C:18]([O:21][CH3:22])=[CH:17][CH:16]=1.C(=O)([O-])[O-].[K+].[K+].FC(F)(F)S(O[C@@H:43]([CH2:51][CH3:52])[C:44]([O:46][CH2:47][CH2:48][CH2:49][CH3:50])=[O:45])(=O)=O.O. Given the product [O:1]1[C:5]2[CH:6]=[CH:7][CH:8]=[CH:9][C:4]=2[N:3]=[C:2]1[N:10]([CH2:23][C:24]1[CH:25]=[C:26]([CH:27]=[CH:28][CH:29]=1)[O:30][C@H:43]([CH2:51][CH3:52])[C:44]([O:46][CH2:47][CH2:48][CH2:49][CH3:50])=[O:45])[CH2:11][CH2:12][CH2:13][O:14][C:15]1[CH:20]=[CH:19][C:18]([O:21][CH3:22])=[CH:17][CH:16]=1, predict the reactants needed to synthesize it.